From a dataset of Catalyst prediction with 721,799 reactions and 888 catalyst types from USPTO. Predict which catalyst facilitates the given reaction. (1) Reactant: [Ti](Cl)(Cl)(Cl)[Cl:2].[CH:6]([O:9][Ti:10](OC(C)C)([O:15][CH:16]([CH3:18])[CH3:17])[O:11][CH:12]([CH3:14])[CH3:13])([CH3:8])[CH3:7]. Product: [Cl:2][Ti:10]([O:15][CH:16]([CH3:18])[CH3:17])([O:11][CH:12]([CH3:14])[CH3:13])[O:9][CH:6]([CH3:8])[CH3:7]. The catalyst class is: 4. (2) Reactant: [C:1]([O:5][C@@H:6]([C:12]1[C:39]([CH3:40])=[N:38][C:37]2=[CH:41][C:34]3=[N:35][N:36]2[C:13]=1[N:14]1[CH2:46][CH2:45][C:17]([CH3:47])([O:18][CH2:19][CH2:20][CH2:21][CH2:22][C@H:23]([CH3:44])[O:24][C:25]2[CH:26]=[C:27]([CH3:43])[CH:28]=[CH:29][C:30]=2[CH:31]([CH3:42])[O:32][CH2:33]3)[CH2:16][CH2:15]1)[C:7]([O:9]CC)=[O:8])([CH3:4])([CH3:3])[CH3:2].[OH-].[Na+]. Product: [C:1]([O:5][C@@H:6]([C:12]1[C:39]([CH3:40])=[N:38][C:37]2=[CH:41][C:34]3=[N:35][N:36]2[C:13]=1[N:14]1[CH2:15][CH2:16][C:17]([CH3:47])([O:18][CH2:19][CH2:20][CH2:21][CH2:22][C@H:23]([CH3:44])[O:24][C:25]2[CH:26]=[C:27]([CH3:43])[CH:28]=[CH:29][C:30]=2[C@H:31]([CH3:42])[O:32][CH2:33]3)[CH2:45][CH2:46]1)[C:7]([OH:9])=[O:8])([CH3:3])([CH3:2])[CH3:4]. The catalyst class is: 14. (3) Reactant: [NH:1]1[C:9]2[C:4](=[CH:5][CH:6]=[CH:7][CH:8]=2)[C:3]2([C:13]3=[CH:14][C:15]4[O:19][CH2:18][O:17][C:16]=4[CH:20]=[C:12]3[O:11][CH2:10]2)[C:2]1=[O:21].C(=O)([O-])[O-].[Cs+].[Cs+].[I-].[K+].CC1C=CC(S(O[CH2:41][C@H:42]2[CH2:47][O:46][CH2:45][CH2:44][O:43]2)(=O)=O)=CC=1. Product: [O:43]1[CH2:44][CH2:45][O:46][CH2:47][C@@H:42]1[CH2:41][N:1]1[C:9]2[C:4](=[CH:5][CH:6]=[CH:7][CH:8]=2)[C:3]2([C:13]3=[CH:14][C:15]4[O:19][CH2:18][O:17][C:16]=4[CH:20]=[C:12]3[O:11][CH2:10]2)[C:2]1=[O:21]. The catalyst class is: 9. (4) Product: [CH2:1]([C:5]1[NH:6][C:7]2=[C:10]([C:11]#[N:12])[C:22]([CH3:23])=[C:17]([CH2:18][CH2:19][CH2:20][CH3:21])[C:16](=[O:15])[N:8]2[N:9]=1)[CH:2]([CH3:4])[CH3:3]. The catalyst class is: 6. Reactant: [CH2:1]([C:5]1[NH:6][C:7]([CH2:10][C:11]#[N:12])=[N:8][N:9]=1)[CH:2]([CH3:4])[CH3:3].C([O:15][C:16](=O)[CH:17]([C:22](=O)[CH3:23])[CH2:18][CH2:19][CH2:20][CH3:21])C.C([O-])(=O)C.[NH4+]. (5) Reactant: Br[C:2]1[C:7]([CH2:8][CH2:9][CH2:10][CH2:11][CH2:12][CH3:13])=[C:6]([F:14])[C:5]([F:15])=[C:4]([F:16])[C:3]=1[CH2:17][CH2:18][CH2:19][CH2:20][CH2:21][CH3:22].[Li]CCCC.[C:28](=[O:30])=[O:29].Cl. Product: [F:16][C:4]1[C:3]([CH2:17][CH2:18][CH2:19][CH2:20][CH2:21][CH3:22])=[C:2]([C:7]([CH2:8][CH2:9][CH2:10][CH2:11][CH2:12][CH3:13])=[C:6]([F:14])[C:5]=1[F:15])[C:28]([OH:30])=[O:29]. The catalyst class is: 1. (6) Reactant: [CH2:1]([C:4]1[CH:11]=[CH:10][CH:9]=[C:6]([CH:7]=O)[C:5]=1[OH:12])[CH:2]=[CH2:3].CCN(CC)CC.[C:20](OC(=O)C)(=[O:22])[CH3:21]. Product: [CH2:1]([C:4]1[CH:11]=[CH:10][CH:9]=[C:6]2[C:5]=1[O:12][C:20](=[O:22])[CH:21]=[CH:7]2)[CH:2]=[CH2:3]. The catalyst class is: 13. (7) Reactant: [CH3:1][C:2]([C:4]1[CH:9]=[CH:8][CH:7]=[CH:6][CH:5]=1)=[CH2:3].[CH2:10]=[CH:11][C:12]1[CH:17]=[CH:16][CH:15]=[CH:14][CH:13]=1. Product: [CH3:3][C:2]([C:4]1[CH:9]=[CH:8][CH:7]=[CH:6][CH:5]=1)=[CH2:1].[CH2:10]=[CH:11][C:12]1[CH:17]=[CH:16][CH:15]=[CH:14][CH:13]=1. The catalyst class is: 11.